Task: Regression. Given two drug SMILES strings and cell line genomic features, predict the synergy score measuring deviation from expected non-interaction effect.. Dataset: Merck oncology drug combination screen with 23,052 pairs across 39 cell lines (1) Drug 1: N#Cc1ccc(Cn2cncc2CN2CCN(c3cccc(Cl)c3)C(=O)C2)cc1. Drug 2: CCC1=CC2CN(C1)Cc1c([nH]c3ccccc13)C(C(=O)OC)(c1cc3c(cc1OC)N(C)C1C(O)(C(=O)OC)C(OC(C)=O)C4(CC)C=CCN5CCC31C54)C2. Cell line: LOVO. Synergy scores: synergy=5.24. (2) Drug 1: NC(=O)c1cccc2cn(-c3ccc(C4CCCNC4)cc3)nc12. Drug 2: O=C(NOCC(O)CO)c1ccc(F)c(F)c1Nc1ccc(I)cc1F. Cell line: NCIH1650. Synergy scores: synergy=-10.4. (3) Drug 1: CN(C)C(=N)N=C(N)N. Drug 2: NC1(c2ccc(-c3nc4ccn5c(=O)[nH]nc5c4cc3-c3ccccc3)cc2)CCC1. Cell line: NCIH2122. Synergy scores: synergy=-2.17. (4) Cell line: OV90. Drug 1: NC(=O)c1cccc2cn(-c3ccc(C4CCCNC4)cc3)nc12. Synergy scores: synergy=9.04. Drug 2: CCC1(O)C(=O)OCc2c1cc1n(c2=O)Cc2cc3c(CN(C)C)c(O)ccc3nc2-1. (5) Drug 1: Cn1c(=O)n(-c2ccc(C(C)(C)C#N)cc2)c2c3cc(-c4cnc5ccccc5c4)ccc3ncc21. Drug 2: CCc1cnn2c(NCc3ccc[n+]([O-])c3)cc(N3CCCCC3CCO)nc12. Cell line: CAOV3. Synergy scores: synergy=6.06.